Dataset: Catalyst prediction with 721,799 reactions and 888 catalyst types from USPTO. Task: Predict which catalyst facilitates the given reaction. Reactant: [CH3:1][N:2]([C:11]1[CH:12]=[CH:13][CH:14]=[C:15]2[C:19]=1[NH:18][C:17]([C:20]1[S:21][C:22]3([CH2:29][CH2:28][NH:27][CH2:26][CH2:25]3)[CH2:23][N:24]=1)=[CH:16]2)[S:3]([C:6]1[S:7][CH:8]=[CH:9][CH:10]=1)(=[O:5])=[O:4].[CH3:30][N:31]1[CH:35]=[CH:34][N:33]=[C:32]1[CH:36]=O.C(O[BH-](OC(=O)C)OC(=O)C)(=O)C.[Na+].O. Product: [CH3:1][N:2]([C:11]1[CH:12]=[CH:13][CH:14]=[C:15]2[C:19]=1[NH:18][C:17]([C:20]1[S:21][C:22]3([CH2:29][CH2:28][N:27]([CH2:36][C:32]4[N:31]([CH3:30])[CH:35]=[CH:34][N:33]=4)[CH2:26][CH2:25]3)[CH2:23][N:24]=1)=[CH:16]2)[S:3]([C:6]1[S:7][CH:8]=[CH:9][CH:10]=1)(=[O:4])=[O:5]. The catalyst class is: 7.